Dataset: Catalyst prediction with 721,799 reactions and 888 catalyst types from USPTO. Task: Predict which catalyst facilitates the given reaction. (1) Reactant: [Cl:1][C:2]1[C:3]([N:8]2[CH:12]=[CH:11][C:10](C(F)(F)F)=[N:9]2)=[N:4][CH:5]=[CH:6][CH:7]=1.C([Mg]Cl)(C)C.[C:22]([Cl:25])(Cl)=[O:23].[CH3:26][O:27]CCOC. Product: [Cl:1][C:2]1[C:3]([N:8]2[C:12]([C:22]([Cl:25])=[O:23])=[CH:11][C:10]([O:27][CH3:26])=[N:9]2)=[N:4][CH:5]=[CH:6][CH:7]=1. The catalyst class is: 207. (2) Reactant: [C:1]([O:5][C:6]([N:8]1[CH2:13][CH2:12][CH:11]([OH:14])[CH2:10][CH2:9]1)=[O:7])([CH3:4])([CH3:3])[CH3:2].[H-].[Na+].[CH2:17]([O:24][C:25]1[CH:30]=[CH:29][C:28]([C:31]2[CH:36]=[C:35](Cl)[N:34]=[N:33][C:32]=2[CH2:38][CH2:39][CH2:40][CH3:41])=[CH:27][C:26]=1[O:42][CH3:43])[C:18]1[CH:23]=[CH:22][CH:21]=[CH:20][CH:19]=1. Product: [C:1]([O:5][C:6]([N:8]1[CH2:13][CH2:12][CH:11]([O:14][C:35]2[N:34]=[N:33][C:32]([CH2:38][CH2:39][CH2:40][CH3:41])=[C:31]([C:28]3[CH:29]=[CH:30][C:25]([O:24][CH2:17][C:18]4[CH:23]=[CH:22][CH:21]=[CH:20][CH:19]=4)=[C:26]([O:42][CH3:43])[CH:27]=3)[CH:36]=2)[CH2:10][CH2:9]1)=[O:7])([CH3:4])([CH3:2])[CH3:3]. The catalyst class is: 1.